From a dataset of Forward reaction prediction with 1.9M reactions from USPTO patents (1976-2016). Predict the product of the given reaction. (1) Given the reactants [F:1][C:2]1[C:10]2[N:9]=[CH:8][N:7]([CH3:11])[C:6]=2[CH:5]=[C:4]([C:12]([O:14]C)=[O:13])[C:3]=1[NH:16][C:17]1[CH:22]=[CH:21][C:20]([I:23])=[CH:19][C:18]=1[F:24].[Li+].[OH-], predict the reaction product. The product is: [F:1][C:2]1[C:10]2[N:9]=[CH:8][N:7]([CH3:11])[C:6]=2[CH:5]=[C:4]([C:12]([OH:14])=[O:13])[C:3]=1[NH:16][C:17]1[CH:22]=[CH:21][C:20]([I:23])=[CH:19][C:18]=1[F:24]. (2) Given the reactants [CH:1]1[C:13]2[C:12](=[O:14])[C:11]3[C:6](=[CH:7][CH:8]=[CH:9][CH:10]=3)[C:5]=2[CH:4]=[CH:3][CH:2]=1.[CH3:15][Mg+].[Br-], predict the reaction product. The product is: [CH3:15][C:12]1([OH:14])[C:13]2[CH:1]=[CH:2][CH:3]=[CH:4][C:5]=2[C:6]2[C:11]1=[CH:10][CH:9]=[CH:8][CH:7]=2. (3) The product is: [CH3:30][Si:29]([CH3:32])([CH3:31])[O:20][CH:19]([C:14]1[CH:13]=[CH:12][C:11]2[C:16](=[CH:17][CH:18]=[C:9]([O:8][C@H:5]3[CH2:4][CH2:3][C@@H:2]([CH3:1])[CH2:7][CH2:6]3)[C:10]=2[C:21]([F:22])([F:23])[F:24])[CH:15]=1)[C:21]([F:24])([F:23])[F:22]. Given the reactants [CH3:1][C@@H:2]1[CH2:7][CH2:6][C@H:5]([O:8][C:9]2[C:10]([C:21]([F:24])([F:23])[F:22])=[C:11]3[C:16](=[CH:17][CH:18]=2)[CH:15]=[C:14]([CH:19]=[O:20])[CH:13]=[CH:12]3)[CH2:4][CH2:3]1.FC([Si:29]([CH3:32])([CH3:31])[CH3:30])(F)F, predict the reaction product. (4) Given the reactants [F:1][C:2]1[CH:7]=[CH:6][C:5]([CH:8]=[CH:9][C:10]([OH:12])=[O:11])=[CH:4][C:3]=1[O:13][CH3:14].[H][H], predict the reaction product. The product is: [F:1][C:2]1[CH:7]=[CH:6][C:5]([CH2:8][CH2:9][C:10]([OH:12])=[O:11])=[CH:4][C:3]=1[O:13][CH3:14]. (5) The product is: [C:22]([C:26]1[CH:27]=[CH:28][C:29]([NH:30][C:2]2[C:11]3[C:6](=[CH:7][C:8]([C:12]4[CH:17]=[CH:16][CH:15]=[CH:14][C:13]=4[C:18]([F:21])([F:20])[F:19])=[CH:9][CH:10]=3)[N:5]=[CH:4][CH:3]=2)=[CH:31][CH:32]=1)([CH3:25])([CH3:23])[CH3:24]. Given the reactants Cl[C:2]1[C:11]2[C:6](=[CH:7][C:8]([C:12]3[CH:17]=[CH:16][CH:15]=[CH:14][C:13]=3[C:18]([F:21])([F:20])[F:19])=[CH:9][CH:10]=2)[N:5]=[CH:4][CH:3]=1.[C:22]([C:26]1[CH:32]=[CH:31][C:29]([NH2:30])=[CH:28][CH:27]=1)([CH3:25])([CH3:24])[CH3:23], predict the reaction product. (6) The product is: [ClH:36].[OH:5][CH2:6][C@H:7]([CH3:35])[O:8][C:9]1[CH:10]=[C:11]([CH:21]=[C:22]([O:24][C:25]2[CH:30]=[CH:29][C:28]([S:31]([CH3:34])(=[O:32])=[O:33])=[CH:27][CH:26]=2)[CH:23]=1)[C:12]([NH:14][C:15]1[CH:19]=[CH:18][N:17]([CH3:20])[N:16]=1)=[O:13]. Given the reactants C([O:5][CH2:6][C@H:7]([CH3:35])[O:8][C:9]1[CH:10]=[C:11]([CH:21]=[C:22]([O:24][C:25]2[CH:30]=[CH:29][C:28]([S:31]([CH3:34])(=[O:33])=[O:32])=[CH:27][CH:26]=2)[CH:23]=1)[C:12]([NH:14][C:15]1[CH:19]=[CH:18][N:17]([CH3:20])[N:16]=1)=[O:13])(C)(C)C.[ClH:36], predict the reaction product.